This data is from Forward reaction prediction with 1.9M reactions from USPTO patents (1976-2016). The task is: Predict the product of the given reaction. (1) Given the reactants [F:1][C:2]([F:17])([F:16])[C:3]1[CH:8]=[CH:7][C:6]([C:9]([F:12])([F:11])[F:10])=[CH:5][C:4]=1B(O)O.I[C:19]1[N:24]=[C:23]([NH2:25])[N:22]=[C:21]([NH:26][CH3:27])[CH:20]=1, predict the reaction product. The product is: [F:1][C:2]([F:17])([F:16])[C:3]1[CH:8]=[CH:7][C:6]([C:9]([F:12])([F:11])[F:10])=[CH:5][C:4]=1[C:19]1[N:24]=[C:23]([NH2:25])[N:22]=[C:21]([NH:26][CH3:27])[CH:20]=1. (2) Given the reactants [CH3:1][C:2]1[N:3]([CH2:15][CH2:16][O:17][CH2:18][CH2:19][NH:20][C:21](=[O:27])[O:22][C:23]([CH3:26])([CH3:25])[CH3:24])[C:4]2[C:13]3[CH:12]=[CH:11][CH:10]=[CH:9][C:8]=3[N:7]=[CH:6][C:5]=2[N:14]=1.ClC1C=C(C=CC=1)C(OO)=[O:33], predict the reaction product. The product is: [CH3:1][C:2]1[N:3]([CH2:15][CH2:16][O:17][CH2:18][CH2:19][NH:20][C:21](=[O:27])[O:22][C:23]([CH3:24])([CH3:26])[CH3:25])[C:4]2[C:13]3[CH:12]=[CH:11][CH:10]=[CH:9][C:8]=3[N+:7]([O-:33])=[CH:6][C:5]=2[N:14]=1. (3) Given the reactants [CH3:1][O:2][C:3]([NH:5][C@H:6]([C:10]([OH:12])=[O:11])[CH:7]([CH3:9])[CH3:8])=[O:4].N[C@@H:14](C1CCCC1)[C:15](O)=O, predict the reaction product. The product is: [CH:7]1([C@H:6]([NH:5][C:3]([O:2][CH3:1])=[O:4])[C:10]([OH:12])=[O:11])[CH2:9][CH2:15][CH2:14][CH2:8]1. (4) Given the reactants [N:1]1([CH2:7][CH2:8][CH2:9][O:10][C:11]2[CH:16]=[CH:15][C:14]([C:17]3([CH2:23][NH2:24])[CH2:22][CH2:21][O:20][CH2:19][CH2:18]3)=[CH:13][CH:12]=2)[CH2:6][CH2:5][S:4][CH2:3][CH2:2]1.[C:25](OC(=O)C)(=[O:27])[CH3:26], predict the reaction product. The product is: [N:1]1([CH2:7][CH2:8][CH2:9][O:10][C:11]2[CH:12]=[CH:13][C:14]([C:17]3([CH2:23][NH:24][C:25](=[O:27])[CH3:26])[CH2:22][CH2:21][O:20][CH2:19][CH2:18]3)=[CH:15][CH:16]=2)[CH2:6][CH2:5][S:4][CH2:3][CH2:2]1.